From a dataset of Catalyst prediction with 721,799 reactions and 888 catalyst types from USPTO. Predict which catalyst facilitates the given reaction. (1) Reactant: [CH3:1][O:2][C:3]1[C:7]([N+:8]([O-:10])=[O:9])=[CH:6][NH:5][N:4]=1.[C:11]([O:15][C:16]([N:18]1[CH2:22][CH2:21][CH:20](O)C1)=[O:17])([CH3:14])([CH3:13])[CH3:12].N(C(OCC)=O)=NC(OCC)=O. Product: [CH3:1][O:2][C:3]1[C:7]([N+:8]([O-:10])=[O:9])=[CH:6][N:5]([CH:21]2[CH2:22][N:18]([C:16]([O:15][C:11]([CH3:12])([CH3:13])[CH3:14])=[O:17])[CH2:20]2)[N:4]=1. The catalyst class is: 49. (2) Reactant: [CH3:1][CH2:2]/[CH:3]=[CH:4]\[CH2:5]/[CH:6]=[CH:7]\[CH2:8]/[CH:9]=[CH:10]\[CH2:11]/[CH:12]=[CH:13]\[CH2:14]/[CH:15]=[CH:16]\[CH2:17]/[CH:18]=[CH:19]\[CH2:20][CH2:21][C:22]([OH:24])=O.CN(C1C=CC=CN=1)C.C1(N=C=NC2CCCCC2)CCCCC1.[OH:49][C:50]1[CH:51]=[C:52]2[C:56](=[CH:57][CH:58]=1)[NH:55][CH:54]=[C:53]2[CH2:59][C:60]([OH:62])=[O:61]. Product: [C:22]([N:55]1[C:56]2[C:52](=[CH:51][C:50]([OH:49])=[CH:58][CH:57]=2)[C:53]([CH2:59][C:60]([OH:62])=[O:61])=[CH:54]1)(=[O:24])[CH2:21][CH2:20][CH:19]=[CH:18][CH2:17][CH:16]=[CH:15][CH2:14][CH:13]=[CH:12][CH2:11][CH:10]=[CH:9][CH2:8][CH:7]=[CH:6][CH2:5][CH:4]=[CH:3][CH2:2][CH3:1]. The catalyst class is: 4. (3) Reactant: [C:1]([C:3]1[C:12]2[C:7](=[CH:8][CH:9]=[CH:10][CH:11]=2)[C:6](F)=[CH:5][CH:4]=1)#[N:2].[OH:14][C:15]1([C:21]2[CH:26]=[CH:25][CH:24]=[CH:23][CH:22]=2)[CH2:20][CH2:19][NH:18][CH2:17][CH2:16]1. Product: [OH:14][C:15]1([C:21]2[CH:26]=[CH:25][CH:24]=[CH:23][CH:22]=2)[CH2:20][CH2:19][N:18]([C:6]2[C:7]3[C:12](=[CH:11][CH:10]=[CH:9][CH:8]=3)[C:3]([C:1]#[N:2])=[CH:4][CH:5]=2)[CH2:17][CH2:16]1. The catalyst class is: 17. (4) Reactant: [BrH:1].[Cl:2][C:3]1[CH:4]=[C:5]([C:10]2[N:11]3[CH2:17][CH2:16][N:15]=[C:12]3[S:13][CH:14]=2)[CH:6]=[CH:7][C:8]=1[Cl:9].C([O-])(O)=O.[Na+].BrBr. Product: [BrH:1].[Br:1][C:14]1[S:13][C:12]2=[N:15][CH2:16][CH2:17][N:11]2[C:10]=1[C:5]1[CH:6]=[CH:7][C:8]([Cl:9])=[C:3]([Cl:2])[CH:4]=1. The catalyst class is: 2. (5) Reactant: [C:1]1([CH:8]=[CH:7][C:5]([OH:6])=[CH:4][CH:3]=1)[OH:2].[F:9][C:10]1[CH:17]=[CH:16][C:13]([CH2:14]Br)=[CH:12][CH:11]=1.C(=O)([O-])[O-].[K+].[K+].O. Product: [F:9][C:10]1[CH:17]=[CH:16][C:13]([CH2:14][O:2][C:1]2[CH:8]=[CH:7][C:5]([OH:6])=[CH:4][CH:3]=2)=[CH:12][CH:11]=1. The catalyst class is: 10. (6) Reactant: [CH2:1]([O:9][C:10]1[CH:15]=[CH:14][C:13]([CH:16]2[O:21][CH2:20][CH2:19][NH:18][CH2:17]2)=[CH:12][CH:11]=1)[CH2:2][CH2:3][CH2:4][CH2:5][CH2:6][CH2:7][CH3:8].[C:22]([O:26][C:27](=[O:32])[CH2:28][CH:29](Br)[CH3:30])([CH3:25])([CH3:24])[CH3:23].[I-].[Na+].C1CCN2C(=NCCC2)CC1. Product: [C:22]([O:26][C:27](=[O:32])[CH2:28][CH:29]([N:18]1[CH2:19][CH2:20][O:21][CH:16]([C:13]2[CH:12]=[CH:11][C:10]([O:9][CH2:1][CH2:2][CH2:3][CH2:4][CH2:5][CH2:6][CH2:7][CH3:8])=[CH:15][CH:14]=2)[CH2:17]1)[CH3:30])([CH3:25])([CH3:24])[CH3:23]. The catalyst class is: 23. (7) Reactant: [CH2:1]([O:8][C:9]1[CH:10]=[C:11]2[C:16](=[CH:17][CH:18]=1)[C:15](=[O:19])[N:14]([CH2:20][CH:21]([CH3:23])[CH3:22])[C:13]([C:24]([O:26][CH3:27])=[O:25])=[C:12]2OS(C(F)(F)F)(=O)=O)[C:2]1[CH:7]=[CH:6][CH:5]=[CH:4][CH:3]=1.[F:36][C:37]1[CH:38]=[C:39](B(O)O)[CH:40]=[CH:41][CH:42]=1.C(=O)([O-])[O-].[Na+].[Na+]. Product: [CH2:1]([O:8][C:9]1[CH:10]=[C:11]2[C:16](=[CH:17][CH:18]=1)[C:15](=[O:19])[N:14]([CH2:20][CH:21]([CH3:22])[CH3:23])[C:13]([C:24]([O:26][CH3:27])=[O:25])=[C:12]2[C:41]1[CH:40]=[CH:39][CH:38]=[C:37]([F:36])[CH:42]=1)[C:2]1[CH:7]=[CH:6][CH:5]=[CH:4][CH:3]=1. The catalyst class is: 460. (8) Reactant: [CH2:1]([N:8]([C:36]([O:38][C:39]([CH3:42])([CH3:41])[CH3:40])=[O:37])[CH2:9][CH2:10][C:11]1[CH:16]=[CH:15][C:14]([S:17]([C:20]2[CH:35]=[CH:34][C:23]([O:24][C:25]3[CH:33]=[CH:32][CH:31]=[CH:30][C:26]=3[C:27]([OH:29])=[O:28])=[CH:22][CH:21]=2)(=[O:19])=[O:18])=[CH:13][CH:12]=1)[C:2]1[CH:7]=[CH:6][CH:5]=[CH:4][CH:3]=1.C(=O)([O-])[O-].[K+].[K+].I[CH2:50][CH3:51].O. Product: [CH2:1]([N:8]([C:36]([O:38][C:39]([CH3:42])([CH3:41])[CH3:40])=[O:37])[CH2:9][CH2:10][C:11]1[CH:12]=[CH:13][C:14]([S:17]([C:20]2[CH:35]=[CH:34][C:23]([O:24][C:25]3[CH:33]=[CH:32][CH:31]=[CH:30][C:26]=3[C:27]([O:29][CH2:50][CH3:51])=[O:28])=[CH:22][CH:21]=2)(=[O:18])=[O:19])=[CH:15][CH:16]=1)[C:2]1[CH:7]=[CH:6][CH:5]=[CH:4][CH:3]=1. The catalyst class is: 9. (9) Reactant: [Cl:1]N1C(=O)CCC1=O.[NH2:9][C:10]1[S:11][CH:12]=[C:13]([C:15](=[O:21])[C:16]([O:18][CH2:19][CH3:20])=[O:17])[N:14]=1. Product: [NH2:9][C:10]1[S:11][C:12]([Cl:1])=[C:13]([C:15](=[O:21])[C:16]([O:18][CH2:19][CH3:20])=[O:17])[N:14]=1. The catalyst class is: 15. (10) Reactant: [CH2:1]([O:3][C:4]1[CH:5]=[C:6]([CH:27]=[C:28]([O:31][CH2:32][CH3:33])[C:29]=1[F:30])[CH2:7][N:8]1[CH2:13][CH2:12][CH:11]([NH:14][C:15]2[O:16][C:17]3[CH:23]=[CH:22][CH:21]=[C:20]([N+:24]([O-])=O)[C:18]=3[N:19]=2)[CH2:10][CH2:9]1)[CH3:2]. Product: [CH2:1]([O:3][C:4]1[CH:5]=[C:6]([CH:27]=[C:28]([O:31][CH2:32][CH3:33])[C:29]=1[F:30])[CH2:7][N:8]1[CH2:13][CH2:12][CH:11]([NH:14][C:15]2[O:16][C:17]3[C:18](=[C:20]([NH2:24])[CH:21]=[CH:22][CH:23]=3)[N:19]=2)[CH2:10][CH2:9]1)[CH3:2]. The catalyst class is: 553.